Task: Predict the product of the given reaction.. Dataset: Forward reaction prediction with 1.9M reactions from USPTO patents (1976-2016) (1) Given the reactants Cl.[NH:2]1[CH2:6][CH2:5][C@H:4]([NH:7][C:8]([C:10]2[C:14]3[N:15]=[CH:16][N:17]=[C:18]([C:19]4[C:27]5[O:26][CH2:25][O:24][C:23]=5[CH:22]=[CH:21][C:20]=4[O:28][CH2:29][CH:30]4[CH2:32][CH2:31]4)[C:13]=3[NH:12][CH:11]=2)=[O:9])[CH2:3]1.[CH3:33][O:34][CH2:35][C:36](Cl)=[O:37], predict the reaction product. The product is: [CH3:33][O:34][CH2:35][C:36]([N:2]1[CH2:6][CH2:5][C@H:4]([NH:7][C:8]([C:10]2[C:14]3[N:15]=[CH:16][N:17]=[C:18]([C:19]4[C:27]5[O:26][CH2:25][O:24][C:23]=5[CH:22]=[CH:21][C:20]=4[O:28][CH2:29][CH:30]4[CH2:32][CH2:31]4)[C:13]=3[NH:12][CH:11]=2)=[O:9])[CH2:3]1)=[O:37]. (2) Given the reactants [Cl:1][C:2]1[C:3]2[CH:10]=[CH:9][N:8]([S:11]([C:14]3[CH:19]=[CH:18][C:17]([CH3:20])=[CH:16][CH:15]=3)(=[O:13])=[O:12])[C:4]=2[N:5]=[CH:6][N:7]=1.C([Li])CCC.[I:26]I, predict the reaction product. The product is: [Cl:1][C:2]1[C:3]2[CH:10]=[C:9]([I:26])[N:8]([S:11]([C:14]3[CH:19]=[CH:18][C:17]([CH3:20])=[CH:16][CH:15]=3)(=[O:13])=[O:12])[C:4]=2[N:5]=[CH:6][N:7]=1.